This data is from Full USPTO retrosynthesis dataset with 1.9M reactions from patents (1976-2016). The task is: Predict the reactants needed to synthesize the given product. (1) Given the product [NH2:23][C@@H:14]([CH2:15][CH:16]1[CH2:21][CH2:20][C:19](=[O:22])[CH2:18][CH2:17]1)[CH2:13][N:2]([CH3:1])[C:3](=[O:4])[O:5][CH2:6][C:7]1[CH:8]=[CH:9][CH:10]=[CH:11][CH:12]=1, predict the reactants needed to synthesize it. The reactants are: [CH3:1][N:2]([CH2:13][C@@H:14]([NH:23]C(=O)OC(C)(C)C)[CH2:15][CH:16]1[CH2:21][CH2:20][C:19](=[O:22])[CH2:18][CH2:17]1)[C:3]([O:5][CH2:6][C:7]1[CH:12]=[CH:11][CH:10]=[CH:9][CH:8]=1)=[O:4]. (2) Given the product [Cl:20][C:18]1[CH:17]=[N:16][C:10]2[NH:11][C:12]3[C:8]([C:9]=2[CH:19]=1)=[C:7]([C:30]1[CH:31]=[C:26]([C:23](=[O:25])[CH3:24])[CH:27]=[CH:28][CH:29]=1)[CH:15]=[CH:14][CH:13]=3, predict the reactants needed to synthesize it. The reactants are: FC(F)(F)S(O[C:7]1[CH:15]=[CH:14][CH:13]=[C:12]2[C:8]=1[C:9]1[CH:19]=[C:18]([Cl:20])[CH:17]=[N:16][C:10]=1[NH:11]2)(=O)=O.[C:23]([C:26]1[CH:27]=[C:28](B(O)O)[CH:29]=[CH:30][CH:31]=1)(=[O:25])[CH3:24].C(=O)([O-])[O-].[Na+].[Na+].Cl. (3) The reactants are: [N-:1]=[N+:2]=[N-:3].[Na+].[C:5]([O:9][C:10]([N:12]1[CH2:17][CH2:16][C:15]([CH2:20][CH2:21]OS(C)(=O)=O)([O:18][CH3:19])[CH2:14][CH2:13]1)=[O:11])([CH3:8])([CH3:7])[CH3:6]. Given the product [C:5]([O:9][C:10]([N:12]1[CH2:13][CH2:14][C:15]([CH2:20][CH2:21][N:1]=[N+:2]=[N-:3])([O:18][CH3:19])[CH2:16][CH2:17]1)=[O:11])([CH3:8])([CH3:7])[CH3:6], predict the reactants needed to synthesize it. (4) Given the product [OH:37][C@H:36]([CH2:35][OH:34])[CH2:38][CH2:39][NH:40][C:13]([N:11]1[CH2:12][CH:8]([C:4]2[CH:5]=[CH:6][CH:7]=[C:2]([Cl:1])[C:3]=2[F:31])[C:9]([C:23]2[CH:28]=[CH:27][C:26]([Cl:29])=[CH:25][C:24]=2[F:30])([C:21]#[N:22])[CH:10]1[CH2:16][C:17]([CH3:20])([CH3:18])[CH3:19])=[O:14], predict the reactants needed to synthesize it. The reactants are: [Cl:1][C:2]1[C:3]([F:31])=[C:4]([CH:8]2[CH2:12][N:11]([C:13](Cl)=[O:14])[CH:10]([CH2:16][C:17]([CH3:20])([CH3:19])[CH3:18])[C:9]2([C:23]2[CH:28]=[CH:27][C:26]([Cl:29])=[CH:25][C:24]=2[F:30])[C:21]#[N:22])[CH:5]=[CH:6][CH:7]=1.CC1(C)[O:37][C@@H:36]([CH2:38][CH2:39][NH2:40])[CH2:35][O:34]1.C(N(CC)CC)C.Cl. (5) Given the product [CH3:1][O:2][C:3]1[CH:8]=[CH:7][C:6]([C@@H:9]([NH:11][C@H:12]([C:18]2[CH:19]=[N:20][CH:21]=[CH:22][CH:23]=2)[CH2:13][C:14]([O:16][CH3:17])=[O:15])[CH3:10])=[CH:5][CH:4]=1, predict the reactants needed to synthesize it. The reactants are: [CH3:1][O:2][C:3]1[CH:8]=[CH:7][C:6]([C@@H:9]([NH:11][C:12]([C:18]2[CH:19]=[N:20][CH:21]=[CH:22][CH:23]=2)=[CH:13][C:14]([O:16][CH3:17])=[O:15])[CH3:10])=[CH:5][CH:4]=1. (6) Given the product [CH3:19][CH:16]1[CH2:17][C:18]2[C:9]([NH2:8])=[CH:10][CH:11]=[CH:12][C:13]=2[CH2:14][CH2:15]1, predict the reactants needed to synthesize it. The reactants are: C([NH:8][C:9]1[C:18]2[CH2:17][CH:16]([CH3:19])[CH2:15][CH2:14][C:13]=2[CH:12]=[CH:11][CH:10]=1)C1C=CC=CC=1. (7) Given the product [F:1][C:2]1[CH:3]=[C:4]([N:20]2[CH2:24][C@H:23]([CH2:25][NH:26][C:27](=[O:29])[CH3:28])[O:22][C:21]2=[O:30])[CH:5]=[CH:6][C:7]=1[CH:8]1[CH2:12][CH2:11][NH:10][CH2:9]1, predict the reactants needed to synthesize it. The reactants are: [F:1][C:2]1[CH:3]=[C:4]([N:20]2[CH2:24][C@H:23]([CH2:25][NH:26][C:27](=[O:29])[CH3:28])[O:22][C:21]2=[O:30])[CH:5]=[CH:6][C:7]=1[CH:8]1[CH2:12][CH2:11][N:10](CC2C=CC=CC=2)[CH2:9]1.